This data is from NCI-60 drug combinations with 297,098 pairs across 59 cell lines. The task is: Regression. Given two drug SMILES strings and cell line genomic features, predict the synergy score measuring deviation from expected non-interaction effect. Drug 1: C1CN1C2=NC(=NC(=N2)N3CC3)N4CC4. Drug 2: C1=CC(=CC=C1CCC2=CNC3=C2C(=O)NC(=N3)N)C(=O)NC(CCC(=O)O)C(=O)O. Cell line: SR. Synergy scores: CSS=76.9, Synergy_ZIP=-0.971, Synergy_Bliss=-1.60, Synergy_Loewe=-1.58, Synergy_HSA=0.830.